Dataset: Forward reaction prediction with 1.9M reactions from USPTO patents (1976-2016). Task: Predict the product of the given reaction. (1) Given the reactants [F:1][C:2]([F:21])([F:20])[C:3]1[CH:4]=[C:5]([C@H:13]2[O:17][C:16](=[O:18])[NH:15][C@H:14]2[CH3:19])[CH:6]=[C:7]([C:9]([F:12])([F:11])[F:10])[CH:8]=1.[H-].[Na+].[Br:24][C:25]1[CH:32]=[CH:31][C:30]([F:33])=[CH:29][C:26]=1[CH2:27]Br, predict the reaction product. The product is: [F:21][C:2]([F:1])([F:20])[C:3]1[CH:4]=[C:5]([C@H:13]2[O:17][C:16](=[O:18])[N:15]([CH2:27][C:26]3[CH:29]=[C:30]([F:33])[CH:31]=[CH:32][C:25]=3[Br:24])[C@H:14]2[CH3:19])[CH:6]=[C:7]([C:9]([F:10])([F:11])[F:12])[CH:8]=1. (2) Given the reactants [CH2:1]([O:3][C:4](=[O:11])[C@H:5]1[CH2:9][CH2:8][C:7](=[O:10])[NH:6]1)C.Br[C:13]1[CH:18]=[CH:17][CH:16]=[CH:15][CH:14]=1.C(=O)([O-])[O-].[Cs+].[Cs+].CC1(C)C2C(=C(P(C3C=CC=CC=3)C3C=CC=CC=3)C=CC=2)OC2C(P(C3C=CC=CC=3)C3C=CC=CC=3)=CC=CC1=2, predict the reaction product. The product is: [O:10]=[C:7]1[N:6]([C:13]2[CH:18]=[CH:17][CH:16]=[CH:15][CH:14]=2)[C@H:5]([C:4]([O:3][CH3:1])=[O:11])[CH2:9][CH2:8]1.